This data is from Catalyst prediction with 721,799 reactions and 888 catalyst types from USPTO. The task is: Predict which catalyst facilitates the given reaction. (1) Reactant: [C:1]1([C:20]2[CH:25]=[CH:24][CH:23]=[CH:22][CH:21]=2)[C:2]([C:7]([NH:9][C:10]2[CH:19]=[CH:18][C:13]([C:14]([O:16]C)=[O:15])=[CH:12][CH:11]=2)=[O:8])=[CH:3][CH:4]=[CH:5][CH:6]=1.[OH-].[Na+]. Product: [C:1]1([C:20]2[CH:21]=[CH:22][CH:23]=[CH:24][CH:25]=2)[C:2]([C:7]([NH:9][C:10]2[CH:19]=[CH:18][C:13]([C:14]([OH:16])=[O:15])=[CH:12][CH:11]=2)=[O:8])=[CH:3][CH:4]=[CH:5][CH:6]=1. The catalyst class is: 5. (2) Reactant: Cl[CH2:2][C:3]1[N:7]=[C:6]([C:8]2[CH:13]=[CH:12][C:11]([C:14]([F:17])([F:16])[F:15])=[CH:10][CH:9]=2)[O:5][N:4]=1.[OH:18][C:19]1[CH:45]=[CH:44][C:22]([C:23]([C:25]2[CH:41]=[CH:40][C:39]([O:42][CH3:43])=[CH:38][C:26]=2[O:27][C:28]([CH3:37])([CH3:36])[C:29]([O:31]C(C)(C)C)=[O:30])=[O:24])=[CH:21][CH:20]=1.C(=O)([O-])[O-].[K+].[K+].CN(C)C=O. Product: [CH3:43][O:42][C:39]1[CH:40]=[CH:41][C:25]([C:23](=[O:24])[C:22]2[CH:21]=[CH:20][C:19]([O:18][CH2:2][C:3]3[N:7]=[C:6]([C:8]4[CH:13]=[CH:12][C:11]([C:14]([F:17])([F:16])[F:15])=[CH:10][CH:9]=4)[O:5][N:4]=3)=[CH:45][CH:44]=2)=[C:26]([CH:38]=1)[O:27][C:28]([CH3:37])([CH3:36])[C:29]([OH:31])=[O:30]. The catalyst class is: 6. (3) Reactant: [C-:1]1([C:6]2[CH:13]=[CH:12][C:9]([CH2:10][OH:11])=[CH:8][CH:7]=2)[CH:5]=[CH:4][CH:3]=[CH:2]1.[CH-:14]1[CH:18]=[CH:17][CH:16]=[CH:15]1.[Fe+2:19].[Cr](Cl)([O-])(=O)=O.[NH+]1C=CC=CC=1.CCOCC. Product: [C-:1]1([C:6]2[CH:13]=[CH:12][C:9]([CH:10]=[O:11])=[CH:8][CH:7]=2)[CH:2]=[CH:3][CH:4]=[CH:5]1.[CH-:14]1[CH:18]=[CH:17][CH:16]=[CH:15]1.[Fe+2:19]. The catalyst class is: 2. (4) Reactant: [C:1]([NH:5][S:6]([CH2:9][C:10]([C:12]1[CH:17]=[CH:16][C:15]([F:18])=[CH:14][CH:13]=1)=O)(=[O:8])=[O:7])([CH3:4])([CH3:3])[CH3:2].C([O-])(=O)C.[NH4+].C([BH3-])#[N:25].[Na+]. Product: [C:1]([NH:5][S:6]([CH2:9][CH:10]([NH2:25])[C:12]1[CH:17]=[CH:16][C:15]([F:18])=[CH:14][CH:13]=1)(=[O:8])=[O:7])([CH3:4])([CH3:3])[CH3:2]. The catalyst class is: 5.